The task is: Predict the reactants needed to synthesize the given product.. This data is from Full USPTO retrosynthesis dataset with 1.9M reactions from patents (1976-2016). (1) Given the product [Cl:1][C:2]1[CH:3]=[N:4][C:5]([N:12]2[CH2:15][CH:14]([O:16][C:25]3[CH:24]=[CH:23][C:22]([F:21])=[CH:27][C:26]=3[F:28])[CH2:13]2)=[C:6]([CH:11]=1)[C:7]([OH:9])=[O:8], predict the reactants needed to synthesize it. The reactants are: [Cl:1][C:2]1[CH:3]=[N:4][C:5]([N:12]2[CH2:15][CH:14]([O:16]S(C)(=O)=O)[CH2:13]2)=[C:6]([CH:11]=1)[C:7]([O:9]C)=[O:8].[F:21][C:22]1[CH:27]=[C:26]([F:28])[CH:25]=[CH:24][C:23]=1O. (2) The reactants are: [BH4-].[Na+].[CH3:3][O:4][C:5](=[O:32])[CH2:6][C:7]1[CH:12]=[C:11]([Br:13])[C:10]([O:14][C:15]2[CH:20]=[CH:19][C:18]([O:21][CH3:22])=[C:17]([C:23](=O)[CH2:24][CH:25]3[CH2:29][CH2:28][CH2:27][CH2:26]3)[CH:16]=2)=[C:9]([Br:31])[CH:8]=1.C(O)(C(F)(F)F)=O.C(Cl)Cl.C([O-])(O)=O.[Na+]. Given the product [CH3:3][O:4][C:5](=[O:32])[CH2:6][C:7]1[CH:12]=[C:11]([Br:13])[C:10]([O:14][C:15]2[CH:20]=[CH:19][C:18]([O:21][CH3:22])=[C:17]([CH2:23][CH2:24][CH:25]3[CH2:26][CH2:27][CH2:28][CH2:29]3)[CH:16]=2)=[C:9]([Br:31])[CH:8]=1, predict the reactants needed to synthesize it. (3) Given the product [NH2:25][C:10]1[CH:11]=[C:12]([NH:15][S:16]([C:19]2[CH:20]=[CH:21][CH:22]=[CH:23][CH:24]=2)(=[O:18])=[O:17])[CH:13]=[CH:14][C:9]=1[NH:8][CH2:7][CH:1]1[CH2:2][CH2:3][CH2:4][CH2:5][CH2:6]1, predict the reactants needed to synthesize it. The reactants are: [CH:1]1([CH2:7][NH:8][C:9]2[CH:14]=[CH:13][C:12]([NH:15][S:16]([C:19]3[CH:24]=[CH:23][CH:22]=[CH:21][CH:20]=3)(=[O:18])=[O:17])=[CH:11][C:10]=2[N+:25]([O-])=O)[CH2:6][CH2:5][CH2:4][CH2:3][CH2:2]1. (4) Given the product [CH3:16][C:13]1([CH3:15])[C:12]([CH3:17])([CH3:18])[O:11][B:10]([C:30]2[CH2:35][CH2:34][N:33]([C:36]([O:38][C:39]([CH3:42])([CH3:41])[CH3:40])=[O:37])[CH2:32][CH:31]=2)[O:14]1, predict the reactants needed to synthesize it. The reactants are: [B:10]1([B:10]2[O:14][C:13]([CH3:16])([CH3:15])[C:12]([CH3:18])([CH3:17])[O:11]2)[O:14][C:13]([CH3:16])([CH3:15])[C:12]([CH3:18])([CH3:17])[O:11]1.CC([O-])=O.[K+].FC(F)(F)S(O[C:30]1[CH2:31][CH2:32][N:33]([C:36]([O:38][C:39]([CH3:42])([CH3:41])[CH3:40])=[O:37])[CH2:34][CH:35]=1)(=O)=O.